From a dataset of Forward reaction prediction with 1.9M reactions from USPTO patents (1976-2016). Predict the product of the given reaction. (1) The product is: [OH:43][C@H:40]1[CH2:41][CH2:42][C@H:37]([C:34]2[N:33]=[C:32]([C:44](=[O:45])[NH:46][CH3:47])[C:31]([NH:30][C:2]3[C:7]([C:8]([F:10])([F:9])[F:11])=[CH:6][N:5]=[C:4]([NH:12][C:13]4[CH:27]=[CH:26][C:16]([CH2:17][P:18](=[O:25])([O:19][CH2:20][CH3:21])[O:22][CH2:23][CH3:24])=[CH:15][C:14]=4[O:28][CH3:29])[N:3]=3)=[CH:36][CH:35]=2)[CH2:38][CH2:39]1. Given the reactants Cl[C:2]1[C:7]([C:8]([F:11])([F:10])[F:9])=[CH:6][N:5]=[C:4]([NH:12][C:13]2[CH:27]=[CH:26][C:16]([CH2:17][P:18](=[O:25])([O:22][CH2:23][CH3:24])[O:19][CH2:20][CH3:21])=[CH:15][C:14]=2[O:28][CH3:29])[N:3]=1.[NH2:30][C:31]1[C:32]([C:44]([NH:46][CH3:47])=[O:45])=[N:33][C:34]([C@H:37]2[CH2:42][CH2:41][C@H:40]([OH:43])[CH2:39][CH2:38]2)=[CH:35][CH:36]=1, predict the reaction product. (2) Given the reactants [Cl:1][C:2]1[N:3]=[C:4]([N:17]2[CH2:22][CH2:21][O:20][CH2:19][CH2:18]2)[C:5]2[O:10][C:9]3[N:11]=[CH:12][C:13]([CH:15]=O)=[CH:14][C:8]=3[C:6]=2[N:7]=1.[NH:23]1[CH2:28][CH2:27][O:26][CH2:25][CH2:24]1.[BH-](OC(C)=O)(OC(C)=O)OC(C)=O.[Na+].[BH3-]C#N.[Na+], predict the reaction product. The product is: [Cl:1][C:2]1[N:3]=[C:4]([N:17]2[CH2:18][CH2:19][O:20][CH2:21][CH2:22]2)[C:5]2[O:10][C:9]3[N:11]=[CH:12][C:13]([CH2:15][N:23]4[CH2:28][CH2:27][O:26][CH2:25][CH2:24]4)=[CH:14][C:8]=3[C:6]=2[N:7]=1.